This data is from Peptide-MHC class II binding affinity with 134,281 pairs from IEDB. The task is: Regression. Given a peptide amino acid sequence and an MHC pseudo amino acid sequence, predict their binding affinity value. This is MHC class II binding data. (1) The MHC is DRB1_0301 with pseudo-sequence DRB1_0301. The binding affinity (normalized) is 0. The peptide sequence is RREVHIYYLEKANKI. (2) The peptide sequence is LKLATGMRNVPEKQT. The MHC is HLA-DQA10401-DQB10402 with pseudo-sequence HLA-DQA10401-DQB10402. The binding affinity (normalized) is 0.0707. (3) The peptide sequence is DINASFRAAMATTAN. The MHC is DRB1_0701 with pseudo-sequence DRB1_0701. The binding affinity (normalized) is 0.471. (4) The peptide sequence is ADEEQQQALSSQMGF. The MHC is HLA-DQA10102-DQB10602 with pseudo-sequence HLA-DQA10102-DQB10602. The binding affinity (normalized) is 0.354. (5) The peptide sequence is INSMKTSFSSRLLIN. The MHC is DRB1_1302 with pseudo-sequence DRB1_1302. The binding affinity (normalized) is 0.711.